This data is from Forward reaction prediction with 1.9M reactions from USPTO patents (1976-2016). The task is: Predict the product of the given reaction. Given the reactants Br[C:2]1[CH:11]=[C:10]([CH2:12][N:13]([C:15]([O:17][C:18]([CH3:21])([CH3:20])[CH3:19])=[O:16])[CH3:14])[CH:9]=[CH:8][C:3]=1[C:4]([O:6][CH3:7])=[O:5].C(P(C(C)(C)C)[C:27]1[CH:32]=CC=[CH:29][C:28]=1[C:27]1[CH:32]=CC=[CH:29][CH:28]=1)(C)(C)C.[Br-].C([Zn+])CCC, predict the reaction product. The product is: [CH2:32]([C:2]1[CH:11]=[C:10]([CH2:12][N:13]([C:15]([O:17][C:18]([CH3:21])([CH3:20])[CH3:19])=[O:16])[CH3:14])[CH:9]=[CH:8][C:3]=1[C:4]([O:6][CH3:7])=[O:5])[CH2:27][CH2:28][CH3:29].